Dataset: Full USPTO retrosynthesis dataset with 1.9M reactions from patents (1976-2016). Task: Predict the reactants needed to synthesize the given product. (1) The reactants are: [NH2:1][C:2]1[CH:7]=[CH:6][C:5]([C:8](=[O:11])[CH2:9][CH3:10])=[CH:4][CH:3]=1.[C:12](OC(=O)C)(=[O:14])[CH3:13]. Given the product [C:8]([C:5]1[CH:4]=[CH:3][C:2]([NH:1][C:12](=[O:14])[CH3:13])=[CH:7][CH:6]=1)(=[O:11])[CH2:9][CH3:10], predict the reactants needed to synthesize it. (2) Given the product [CH3:29][S:30]([OH:33])(=[O:32])=[O:31].[CH:1]1([NH:4][C:5]([NH:7][C:8]2[C:9]([C:13]3[NH:17][C:16]4[CH:18]=[CH:19][C:20]([CH2:22][N:23]5[CH2:24][CH2:25][O:26][CH2:27][CH2:28]5)=[CH:21][C:15]=4[N:14]=3)=[N:10][NH:11][CH:12]=2)=[O:6])[CH2:3][CH2:2]1, predict the reactants needed to synthesize it. The reactants are: [CH:1]1([NH:4][C:5]([NH:7][C:8]2[C:9]([C:13]3[NH:17][C:16]4[CH:18]=[CH:19][C:20]([CH2:22][N:23]5[CH2:28][CH2:27][O:26][CH2:25][CH2:24]5)=[CH:21][C:15]=4[N:14]=3)=[N:10][NH:11][CH:12]=2)=[O:6])[CH2:3][CH2:2]1.[CH3:29][S:30]([OH:33])(=[O:32])=[O:31]. (3) Given the product [NH:30]1[C:31]2[C:27](=[C:26]([CH2:25][NH:24][C:2]3[C:3]4[CH:4]=[CH:5][C:6]([NH:23][C:22]5[C:16]6[O:15][C:14]([CH3:13])=[CH:18][C:17]=6[CH:19]=[CH:20][CH:21]=5)=[N:7][C:8]=4[CH:9]=[CH:10][CH:11]=3)[CH:34]=[CH:33][CH:32]=2)[CH:28]=[CH:29]1, predict the reactants needed to synthesize it. The reactants are: I[C:2]1[CH:11]=[CH:10][CH:9]=[C:8]2[C:3]=1[CH:4]=[CH:5][C:6](Cl)=[N:7]2.[CH3:13][C:14]1[O:15][C:16]2[C:22]([NH2:23])=[CH:21][CH:20]=[CH:19][C:17]=2[CH:18]=1.[NH2:24][CH2:25][C:26]1[CH:34]=[CH:33][CH:32]=[C:31]2[C:27]=1[CH:28]=[CH:29][NH:30]2. (4) The reactants are: [CH:1]1([CH2:4][NH:5][C:6]([C:8]2[CH:13]=[CH:12][C:11]([C:14]3[CH:19]=[C:18]([C:20]4[O:21][C:22]([CH3:25])=[N:23][N:24]=4)[CH:17]=[CH:16][C:15]=3[CH3:26])=[CH:10][CH:9]=2)=[O:7])[CH2:3][CH2:2]1.I[CH3:28]. Given the product [CH:1]1([CH2:4][N:5]([CH3:28])[C:6]([C:8]2[CH:9]=[CH:10][C:11]([C:14]3[CH:19]=[C:18]([C:20]4[O:21][C:22]([CH3:25])=[N:23][N:24]=4)[CH:17]=[CH:16][C:15]=3[CH3:26])=[CH:12][CH:13]=2)=[O:7])[CH2:3][CH2:2]1, predict the reactants needed to synthesize it.